From a dataset of Catalyst prediction with 721,799 reactions and 888 catalyst types from USPTO. Predict which catalyst facilitates the given reaction. (1) Reactant: [Br:1][C:2]1[CH:3]=[C:4]([CH:8]=[CH:9][CH:10]=1)[C:5]([OH:7])=O.[F:11][C:12]1[CH:13]=[C:14]2[C:18](=[CH:19][CH:20]=1)[NH:17][CH2:16][CH2:15]2.CN(C(ON1N=NC2C=CC=CC1=2)=[N+](C)C)C.[B-](F)(F)(F)F. Product: [Br:1][C:2]1[CH:3]=[C:4]([C:5]([N:17]2[C:18]3[C:14](=[CH:13][C:12]([F:11])=[CH:20][CH:19]=3)[CH2:15][CH2:16]2)=[O:7])[CH:8]=[CH:9][CH:10]=1. The catalyst class is: 2. (2) Reactant: O[C:2]1[C:7]([OH:8])=[CH:6][CH:5]=[CH:4][N:3]=1.[C:9](=[O:12])([O-])[O-].[Cs+].[Cs+].[CH2:15](Br)[C:16]1[CH:21]=[CH:20][CH:19]=[CH:18][CH:17]=1. Product: [CH2:2]([N:3]1[CH:4]=[CH:5][CH:6]=[C:7]([O:8][CH2:15][C:16]2[CH:21]=[CH:20][CH:19]=[CH:18][CH:17]=2)[C:9]1=[O:12])[C:16]1[CH:21]=[CH:20][CH:19]=[CH:18][CH:17]=1. The catalyst class is: 3.